Dataset: Forward reaction prediction with 1.9M reactions from USPTO patents (1976-2016). Task: Predict the product of the given reaction. (1) Given the reactants [Cl:1][C:2]1[CH:7]=[C:6]([Cl:8])[CH:5]=[C:4]([Cl:9])[C:3]=1[N:10]1[C:14]2=[N:15][C:16]([CH2:20][C:21]3[CH:26]=[CH:25][CH:24]=[C:23]([O:27]C)[CH:22]=3)=[N:17][C:18](=[O:19])[C:13]2=[C:12]([S:29][CH3:30])[NH:11]1.B(Br)(Br)Br, predict the reaction product. The product is: [Cl:1][C:2]1[CH:7]=[C:6]([Cl:8])[CH:5]=[C:4]([Cl:9])[C:3]=1[N:10]1[C:14]2=[N:15][C:16]([CH2:20][C:21]3[CH:26]=[CH:25][CH:24]=[C:23]([OH:27])[CH:22]=3)=[N:17][C:18](=[O:19])[C:13]2=[C:12]([S:29][CH3:30])[NH:11]1. (2) Given the reactants [CH:1]12[CH2:10][CH:5]3[CH2:6][CH:7]([CH2:9][CH:3]([CH2:4]3)[CH:2]1[N:11]1[C:14](=[O:15])[C:13]([CH3:17])([CH3:16])[NH:12]1)[CH2:8]2.[I:18][C:19]1[CH:20]=[C:21]([CH:24]=[CH:25][CH:26]=1)[CH2:22]Br, predict the reaction product. The product is: [I:18][C:19]1[CH:20]=[C:21]([CH:24]=[CH:25][CH:26]=1)[CH2:22][N:12]1[C:13]([CH3:17])([CH3:16])[C:14](=[O:15])[N:11]1[CH:2]1[CH:3]2[CH2:4][CH:5]3[CH2:6][CH:7]([CH2:8][CH:1]1[CH2:10]3)[CH2:9]2. (3) Given the reactants C([Li])CCC.[Cl:6][C:7]1[CH:12]=[CH:11][C:10]([S:13]([CH:16]([C:20]2[CH:25]=[C:24]([F:26])[CH:23]=[CH:22][C:21]=2[F:27])[CH2:17][CH2:18]O)(=[O:15])=[O:14])=[CH:9][CH:8]=1.CS(Cl)(=O)=O, predict the reaction product. The product is: [Cl:6][C:7]1[CH:12]=[CH:11][C:10]([S:13]([C:16]2([C:20]3[CH:25]=[C:24]([F:26])[CH:23]=[CH:22][C:21]=3[F:27])[CH2:18][CH2:17]2)(=[O:15])=[O:14])=[CH:9][CH:8]=1.